This data is from KCNQ2 potassium channel screen with 302,405 compounds. The task is: Binary Classification. Given a drug SMILES string, predict its activity (active/inactive) in a high-throughput screening assay against a specified biological target. (1) The molecule is S=C(Nc1ccc(cc1)C)c1ccncc1. The result is 0 (inactive). (2) The result is 0 (inactive). The drug is Fc1c(Cn2c3c(nc2CNC(=O)COC)cccc3)cccc1.